From a dataset of Forward reaction prediction with 1.9M reactions from USPTO patents (1976-2016). Predict the product of the given reaction. Given the reactants C(N(CC)CC)C.[CH:8]([C:11]1[N:15]([CH:16]2[CH2:21][CH2:20][N:19]([CH2:22][CH2:23][C@@H:24]([C:26]3[CH:31]=[CH:30][CH:29]=[CH:28][CH:27]=3)O)[CH2:18][CH2:17]2)[C:14]([CH3:32])=[N:13][N:12]=1)([CH3:10])[CH3:9].CS([Cl:37])(=O)=O, predict the reaction product. The product is: [Cl:37][C@@H:24]([C:26]1[CH:31]=[CH:30][CH:29]=[CH:28][CH:27]=1)[CH2:23][CH2:22][N:19]1[CH2:20][CH2:21][CH:16]([N:15]2[C:14]([CH3:32])=[N:13][N:12]=[C:11]2[CH:8]([CH3:10])[CH3:9])[CH2:17][CH2:18]1.